Task: Regression. Given a peptide amino acid sequence and an MHC pseudo amino acid sequence, predict their binding affinity value. This is MHC class I binding data.. Dataset: Peptide-MHC class I binding affinity with 185,985 pairs from IEDB/IMGT (1) The peptide sequence is YALINLVQYR. The MHC is HLA-A31:01 with pseudo-sequence HLA-A31:01. The binding affinity (normalized) is 0.414. (2) The peptide sequence is REMGIVDLL. The MHC is HLA-A26:02 with pseudo-sequence HLA-A26:02. The binding affinity (normalized) is 0.0847. (3) The peptide sequence is EELRKRLRL. The MHC is Mamu-B01 with pseudo-sequence Mamu-B01. The binding affinity (normalized) is 0. (4) The peptide sequence is NTCDGNTFTY. The MHC is HLA-A01:01 with pseudo-sequence HLA-A01:01. The binding affinity (normalized) is 0. (5) The peptide sequence is RSFRIHILF. The MHC is SLA-30401 with pseudo-sequence SLA-30401. The binding affinity (normalized) is 0.0847. (6) The peptide sequence is ASIDNYNKF. The MHC is HLA-A29:02 with pseudo-sequence HLA-A29:02. The binding affinity (normalized) is 0.0973.